From a dataset of Full USPTO retrosynthesis dataset with 1.9M reactions from patents (1976-2016). Predict the reactants needed to synthesize the given product. (1) Given the product [CH3:1][O:2][C:3](=[O:12])[CH:4]([C:5]1[CH:6]=[N:7][CH:8]=[C:9]([Br:11])[CH:10]=1)[CH3:13], predict the reactants needed to synthesize it. The reactants are: [CH3:1][O:2][C:3](=[O:12])[CH2:4][C:5]1[CH:6]=[N:7][CH:8]=[C:9]([Br:11])[CH:10]=1.[CH3:13][Si](C)(C)[N-][Si](C)(C)C.[Li+].IC.CCOC(C)=O. (2) The reactants are: Cl[C:2]1[CH:7]=[CH:6][C:5]([C:8]2[C:9]([NH2:17])=[N:10][C:11]([NH2:16])=[N:12][C:13]=2[CH2:14][CH3:15])=[CH:4][C:3]=1[N+:18]([O-:20])=[O:19].[CH3:21][S:22]([C:25]1[CH:32]=[CH:31][C:28]([CH2:29][NH2:30])=[CH:27][CH:26]=1)(=[O:24])=[O:23].CCN(C(C)C)C(C)C. Given the product [CH2:14]([C:13]1[N:12]=[C:11]([NH2:16])[N:10]=[C:9]([NH2:17])[C:8]=1[C:5]1[CH:6]=[CH:7][C:2]([NH:30][CH2:29][C:28]2[CH:27]=[CH:26][C:25]([S:22]([CH3:21])(=[O:24])=[O:23])=[CH:32][CH:31]=2)=[C:3]([N+:18]([O-:20])=[O:19])[CH:4]=1)[CH3:15], predict the reactants needed to synthesize it. (3) The reactants are: CN(C(ON1N=NC2C=CC=CC1=2)=[N+](C)C)C.[B-](F)(F)(F)F.CCN(C(C)C)C(C)C.[C:32]([C:34]1[C:35]([N:47]2[CH2:52][CH2:51][CH:50]([C:53]([OH:55])=O)[CH2:49][CH2:48]2)=[N:36][C:37]([CH3:46])=[C:38]([C:40]([O:42][CH:43]([CH3:45])[CH3:44])=[O:41])[CH:39]=1)#[N:33].[F:56][C:57]1[CH:62]=[CH:61][CH:60]=[CH:59][C:58]=1[CH2:63][S:64]([NH2:67])(=[O:66])=[O:65].C([O-])(O)=O.[Na+]. Given the product [C:32]([C:34]1[C:35]([N:47]2[CH2:52][CH2:51][CH:50]([C:53]([NH:67][S:64]([CH2:63][C:58]3[CH:59]=[CH:60][CH:61]=[CH:62][C:57]=3[F:56])(=[O:66])=[O:65])=[O:55])[CH2:49][CH2:48]2)=[N:36][C:37]([CH3:46])=[C:38]([CH:39]=1)[C:40]([O:42][CH:43]([CH3:44])[CH3:45])=[O:41])#[N:33], predict the reactants needed to synthesize it. (4) The reactants are: [Cl:1][C:2]1[CH:3]=[CH:4][C:5]2[N:11]3[C:12]([C:15]([F:18])([CH3:17])[CH3:16])=[N:13][N:14]=[C:10]3[C@@H:9]([CH2:19][C:20]([O:22][CH2:23][CH3:24])=[O:21])[O:8][C@H:7]([C:25]3[CH:30]=[CH:29][CH:28]=[C:27]([O:31][CH3:32])[C:26]=3[Cl:33])[C:6]=2[CH:34]=1.CCCCCC. Given the product [Cl:1][C:2]1[CH:3]=[CH:4][C:5]2[N:11]3[C:12]([C:15]([F:18])([CH3:17])[CH3:16])=[N:13][N:14]=[C:10]3[C@@H:9]([CH2:19][C:20]([O:22][CH2:23][CH3:24])=[O:21])[O:8][C@H:7]([C:25]3[CH:30]=[CH:29][CH:28]=[C:27]([O:31][CH3:32])[C:26]=3[Cl:33])[C:6]=2[CH:34]=1.[Cl:1][C:2]1[CH:3]=[CH:4][C:5]2[N:11]3[C:12]([C:15]([F:18])([CH3:17])[CH3:16])=[N:13][N:14]=[C:10]3[C@H:9]([CH2:19][C:20]([O:22][CH2:23][CH3:24])=[O:21])[O:8][C@@H:7]([C:25]3[CH:30]=[CH:29][CH:28]=[C:27]([O:31][CH3:32])[C:26]=3[Cl:33])[C:6]=2[CH:34]=1, predict the reactants needed to synthesize it. (5) Given the product [NH2:3][C:4]1[CH:13]=[CH:12][C:7]([C:8]([OH:10])=[O:9])=[CH:6][C:5]=1[Cl:14], predict the reactants needed to synthesize it. The reactants are: [OH-].[Na+].[NH2:3][C:4]1[CH:13]=[CH:12][C:7]([C:8]([O:10]C)=[O:9])=[CH:6][C:5]=1[Cl:14].Cl. (6) Given the product [N:27]1[CH:32]=[CH:31][CH:30]=[CH:29][C:28]=1[C:33]([C:35]1[CH:40]=[CH:39][CH:38]=[CH:37][N:36]=1)([C:21]1[CH:26]=[CH:25][CH:24]=[CH:23][CH:22]=1)[OH:34], predict the reactants needed to synthesize it. The reactants are: C1(C2C=CC=CC=2CO)C2C(=CC=CC=2)C=CC=1.[Mg].Br[C:21]1[CH:26]=[CH:25][CH:24]=[CH:23][CH:22]=1.[N:27]1[CH:32]=[CH:31][CH:30]=[CH:29][C:28]=1[C:33]([C:35]1[CH:40]=[CH:39][CH:38]=[CH:37][N:36]=1)=[O:34]. (7) Given the product [CH:11]([N:14]1[CH2:19][CH2:18][N:17]([C:8]([C@H:5]2[CH2:4][CH2:3][C@@H:2]([OH:1])[CH2:7][CH2:6]2)=[O:10])[CH2:16][CH2:15]1)([CH3:13])[CH3:12], predict the reactants needed to synthesize it. The reactants are: [OH:1][C@@H:2]1[CH2:7][CH2:6][C@H:5]([C:8]([OH:10])=O)[CH2:4][CH2:3]1.[CH:11]([N:14]1[CH2:19][CH2:18][NH:17][CH2:16][CH2:15]1)([CH3:13])[CH3:12].CN(C(ON1N=NC2C=CC=CC1=2)=[N+](C)C)C.[B-](F)(F)(F)F.C(N(CC)CC)C. (8) Given the product [Cl:1][C:2]1[CH:3]=[C:4]2[C:10]([C:11]3[N:16]=[C:15]([NH:17][CH:18]4[CH2:23][CH2:22][CH2:21][C:20]([CH3:37])([OH:24])[CH2:19]4)[C:14]([F:25])=[CH:13][N:12]=3)=[CH:9][N:8]([S:26]([C:29]3[CH:34]=[CH:33][CH:32]=[CH:31][CH:30]=3)(=[O:28])=[O:27])[C:5]2=[N:6][CH:7]=1, predict the reactants needed to synthesize it. The reactants are: [Cl:1][C:2]1[CH:3]=[C:4]2[C:10]([C:11]3[N:16]=[C:15]([NH:17][CH:18]4[CH2:23][CH2:22][CH2:21][C:20](=[O:24])[CH2:19]4)[C:14]([F:25])=[CH:13][N:12]=3)=[CH:9][N:8]([S:26]([C:29]3[CH:34]=[CH:33][C:32](C)=[CH:31][CH:30]=3)(=[O:28])=[O:27])[C:5]2=[N:6][CH:7]=1.Cl[C:37]1C=C2C(C3N=C(NC4CCCC(=O)C4)C(F)=CN=3)=CN(S(C3C=CC=CC=3)(=O)=O)C2=NC=1.C[Mg]Br. (9) Given the product [Cl:10][C:9]1[CH:8]=[CH:7][C:6]([S:11]([N:14]2[CH2:20][CH2:19][CH2:18][CH2:17][C:16]3[CH:21]=[CH:22][CH:23]=[CH:24][C:15]2=3)(=[O:12])=[O:13])=[CH:5][C:4]=1[NH2:1], predict the reactants needed to synthesize it. The reactants are: [N+:1]([C:4]1[CH:5]=[C:6]([S:11]([N:14]2[CH2:20][CH2:19][CH2:18][CH2:17][C:16]3[CH:21]=[CH:22][CH:23]=[CH:24][C:15]2=3)(=[O:13])=[O:12])[CH:7]=[CH:8][C:9]=1[Cl:10])([O-])=O.S(S([O-])=O)([O-])=O.[Na+].[Na+].C(OCC)(=O)C.[NH4+].[Cl-].